Predict the reaction yield, written as a fraction of the theoretical maximum amount of product (1.0 means a 100% yield; for example, 0.34 means a 34% yield). From a dataset of Reaction yield outcomes from USPTO patents with 853,638 reactions. The reactants are C(OC([N:8]1[CH2:13][CH2:12][C@H:11]([C:14]2[CH:19]=[CH:18][C:17]([O:20][CH2:21][CH2:22][O:23][C:24]3[C:29]([Cl:30])=[CH:28][C:27]([CH3:31])=[CH:26][C:25]=3[Cl:32])=[CH:16][CH:15]=2)[C@@H:10]([C:33](=[O:47])[N:34]([CH:44]2[CH2:46][CH2:45]2)[CH2:35][C:36]2[CH:41]=[CH:40][CH:39]=[C:38]([CH3:42])[C:37]=2[CH3:43])[CH2:9]1)=O)(C)(C)C.Cl. The catalyst is C(Cl)Cl.O1CCOCC1. The product is [CH:44]1([N:34]([CH2:35][C:36]2[CH:41]=[CH:40][CH:39]=[C:38]([CH3:42])[C:37]=2[CH3:43])[C:33]([C@@H:10]2[C@@H:11]([C:14]3[CH:15]=[CH:16][C:17]([O:20][CH2:21][CH2:22][O:23][C:24]4[C:29]([Cl:30])=[CH:28][C:27]([CH3:31])=[CH:26][C:25]=4[Cl:32])=[CH:18][CH:19]=3)[CH2:12][CH2:13][NH:8][CH2:9]2)=[O:47])[CH2:45][CH2:46]1. The yield is 0.630.